From a dataset of Forward reaction prediction with 1.9M reactions from USPTO patents (1976-2016). Predict the product of the given reaction. (1) Given the reactants C(O)(=O)[C:2]1[C:3](=[CH:7][C:8](=[CH:12][CH:13]=1)[C:9]([OH:11])=[O:10])[C:4]([OH:6])=[O:5].C(O)(=O)/C=C/C(O)=O, predict the reaction product. The product is: [C:9]([OH:11])(=[O:10])[C:8]1[CH:12]=[CH:13][CH:2]=[C:3]([C:4]([OH:6])=[O:5])[CH:7]=1. (2) Given the reactants [NH2:1][C:2]1[C:10]([CH3:11])=[CH:9][CH:8]=[CH:7][C:3]=1[C:4]([NH2:6])=[O:5].Cl.[CH3:13][N:14]([CH3:21])[CH2:15][CH2:16][CH2:17][C:18](O)=O, predict the reaction product. The product is: [CH3:11][C:10]1[CH:9]=[CH:8][CH:7]=[C:3]2[C:2]=1[N:1]=[C:18]([CH2:17][CH2:16][CH2:15][N:14]([CH3:21])[CH3:13])[NH:6][C:4]2=[O:5]. (3) Given the reactants [F:1][C:2]([F:13])([F:12])[O:3][C:4]1[CH:11]=[CH:10][C:7]([C:8]#[N:9])=[CH:6][CH:5]=1.[NH2:14][OH:15].Cl, predict the reaction product. The product is: [OH:15][NH:14][C:8](=[NH:9])[C:7]1[CH:10]=[CH:11][C:4]([O:3][C:2]([F:1])([F:12])[F:13])=[CH:5][CH:6]=1. (4) The product is: [CH2:7]([N:14]1[CH:19]([CH2:20][OH:21])[CH2:18][N:17]([S:25]([C:28]2[CH:29]=[CH:30][CH:31]=[CH:32][CH:33]=2)(=[O:27])=[O:26])[CH2:16][CH:15]1[CH2:34][OH:35])[C:8]1[CH:9]=[CH:10][CH:11]=[CH:12][CH:13]=1. Given the reactants [H-].[H-].[H-].[H-].[Li+].[Al+3].[CH2:7]([N:14]1[C@H:19]([C:20](OCC)=[O:21])[CH2:18][N:17]([S:25]([C:28]2[CH:33]=[CH:32][CH:31]=[CH:30][CH:29]=2)(=[O:27])=[O:26])[CH2:16][C@@H:15]1[C:34](OCC)=[O:35])[C:8]1[CH:13]=[CH:12][CH:11]=[CH:10][CH:9]=1.C([O-])([O-])=O.[Na+].[Na+], predict the reaction product.